Dataset: Full USPTO retrosynthesis dataset with 1.9M reactions from patents (1976-2016). Task: Predict the reactants needed to synthesize the given product. (1) Given the product [N:20]1([CH2:2][C:3]2[CH:4]=[C:5]([NH2:12])[CH:6]=[C:7]([N+:9]([O-:11])=[O:10])[CH:8]=2)[CH2:25][CH2:24][O:23][CH2:22][CH2:21]1, predict the reactants needed to synthesize it. The reactants are: Br[CH2:2][C:3]1[CH:4]=[C:5]([NH2:12])[CH:6]=[C:7]([N+:9]([O-:11])=[O:10])[CH:8]=1.C(N(CC)CC)C.[NH:20]1[CH2:25][CH2:24][O:23][CH2:22][CH2:21]1. (2) Given the product [Cl:1][C:2]1[CH:25]=[CH:24][CH:23]=[C:22]2[C:3]=1[C:4](=[O:5])[N:6]([CH:7]1[CH2:9][CH2:8]1)[C:10]([C@@H:11]([NH:13][C:14](=[O:20])[O:15][C:16]([CH3:19])([CH3:18])[CH3:17])[CH3:12])=[N:26]2, predict the reactants needed to synthesize it. The reactants are: [Cl:1][C:2]1[CH:25]=[CH:24][CH:23]=[C:22]([N+:26]([O-])=O)[C:3]=1[C:4]([N:6]([C:10](=O)[C@@H:11]([NH:13][C:14](=[O:20])[O:15][C:16]([CH3:19])([CH3:18])[CH3:17])[CH3:12])[CH:7]1[CH2:9][CH2:8]1)=[O:5]. (3) Given the product [CH2:7]([C:6]1[CH:5]=[CH:4][C:2]([O:3][C:22](=[O:23])[CH2:21][NH2:20])=[C:1]([O:11][CH3:12])[CH:10]=1)[CH:8]=[CH2:9], predict the reactants needed to synthesize it. The reactants are: [C:1]1([O:11][CH3:12])[C:2](=[CH:4][CH:5]=[C:6]([CH:10]=1)[CH2:7][CH:8]=[CH2:9])[OH:3].C([NH:20][CH2:21][C:22](O)=[O:23])(OC(C)(C)C)=O.CN1CCOCC1.CCN=C=NCCCN(C)C.Cl. (4) Given the product [CH3:20][N:5]([CH3:4])[C:6](=[O:19])[S:7][C:8]1[CH:17]=[C:16]2[C:11]([CH:12]=[CH:13][C:14]([CH:18]=[O:2])=[N:15]2)=[CH:10][CH:9]=1, predict the reactants needed to synthesize it. The reactants are: [Se](=O)=[O:2].[CH3:4][N:5]([CH3:20])[C:6](=[O:19])[S:7][C:8]1[CH:17]=[C:16]2[C:11]([CH:12]=[CH:13][C:14]([CH3:18])=[N:15]2)=[CH:10][CH:9]=1. (5) Given the product [Br:1][C:2]1[CH:3]=[C:4]([F:13])[CH:5]=[C:6]2[C:11]=1[N:10]=[C:9]([Cl:16])[N:8]=[CH:7]2, predict the reactants needed to synthesize it. The reactants are: [Br:1][C:2]1[CH:3]=[C:4]([F:13])[CH:5]=[C:6]2[C:11]=1[N:10]=[C:9](O)[N:8]=[CH:7]2.P(Cl)(Cl)([Cl:16])=O.